From a dataset of Reaction yield outcomes from USPTO patents with 853,638 reactions. Predict the reaction yield, written as a fraction of the theoretical maximum amount of product (1.0 means a 100% yield; for example, 0.34 means a 34% yield). (1) The reactants are B.CSC.[CH:5]1([S:10][CH2:11][C:12]2[CH:13]=[CH:14][C:15]([C:18]#[N:19])=[N:16][CH:17]=2)[CH2:9][CH2:8][CH2:7][CH2:6]1.C(N)CN. The catalyst is C1COCC1. The product is [NH2:19][CH2:18][C:15]1[CH:14]=[CH:13][C:12]([CH2:11][S:10][CH:5]2[CH2:9][CH2:8][CH2:7][CH2:6]2)=[CH:17][N:16]=1. The yield is 0.270. (2) The reactants are [CH2:1]([C:3]1[N:4]([C:28]2[CH:33]=[CH:32][C:31]([OH:34])=[CH:30][CH:29]=2)[C:5](=[O:27])[C:6]([CH2:12][C:13]2[CH:18]=[CH:17][C:16]([C:19]3[C:20]([C:25]#[N:26])=[CH:21][CH:22]=[CH:23][CH:24]=3)=[CH:15][CH:14]=2)=[C:7]([CH2:9][CH2:10][CH3:11])[N:8]=1)[CH3:2].Br[C:36]1([C:40]([O:42][CH2:43][CH3:44])=[O:41])[CH2:39][CH2:38][CH2:37]1.C(=O)([O-])[O-].[Cs+].[Cs+]. The catalyst is CC(N(C)C)=O.C(OCC)(=O)C. The product is [C:25]([C:20]1[CH:21]=[CH:22][CH:23]=[CH:24][C:19]=1[C:16]1[CH:17]=[CH:18][C:13]([CH2:12][C:6]2[C:5](=[O:27])[N:4]([C:28]3[CH:33]=[CH:32][C:31]([O:34][C:36]4([C:40]([O:42][CH2:43][CH3:44])=[O:41])[CH2:39][CH2:38][CH2:37]4)=[CH:30][CH:29]=3)[C:3]([CH2:1][CH3:2])=[N:8][C:7]=2[CH2:9][CH2:10][CH3:11])=[CH:14][CH:15]=1)#[N:26]. The yield is 0.420. (3) The reactants are S(Cl)(Cl)=O.CC1C=CC=CC=1OCC(O)=O.CC1C=CC=CC=1OCC(Cl)=O.[CH3:29][O:30][C:31]1[CH:32]=[C:33]2[C:38](=[CH:39][C:40]=1[O:41][CH3:42])[N:37]=[CH:36][N:35]=[C:34]2[O:43][C:44]1[CH:50]=[CH:49][C:47]([NH2:48])=[CH:46][CH:45]=1.[CH3:51][C:52]1[CH:64]=[CH:63][CH:62]=[CH:61][C:53]=1[O:54][CH2:55][C:56]([N:58]=[C:59]=[S:60])=[O:57]. The catalyst is C1(C)C=CC=CC=1.C(O)C. The product is [CH3:29][O:30][C:31]1[CH:32]=[C:33]2[C:38](=[CH:39][C:40]=1[O:41][CH3:42])[N:37]=[CH:36][N:35]=[C:34]2[O:43][C:44]1[CH:50]=[CH:49][C:47]([NH:48][C:59]([NH:58][C:56](=[O:57])[CH2:55][O:54][C:53]2[CH:61]=[CH:62][CH:63]=[CH:64][C:52]=2[CH3:51])=[S:60])=[CH:46][CH:45]=1. The yield is 0.440. (4) The product is [CH3:12][N:13]1[C:21]2[C:16](=[CH:17][CH:18]=[CH:19][CH:20]=2)[CH:15]=[C:14]1[C:22]([NH:30][CH2:29][C:28]([O:27][CH3:26])=[O:31])=[O:24]. The yield is 0.700. The reactants are CCN=C=NCCCN(C)C.[CH3:12][N:13]1[C:21]2[C:16](=[CH:17][CH:18]=[CH:19][CH:20]=2)[CH:15]=[C:14]1[C:22]([OH:24])=O.Cl.[CH3:26][O:27][C:28](=[O:31])[CH2:29][NH2:30].CCOCC. The catalyst is CN(C1C=CN=CC=1)C.C(Cl)Cl. (5) The reactants are [CH3:1][O:2][C:3]1[C:4](=[O:26])[C:5]([CH3:25])=[C:6]([CH2:12][C:13]2[CH:14]=[C:15]([CH2:19][CH2:20][CH2:21][C:22](O)=[O:23])[CH:16]=[CH:17][CH:18]=2)[C:7](=[O:11])[C:8]=1[O:9][CH3:10].[CH:27]([NH2:30])([CH3:29])[CH3:28]. No catalyst specified. The product is [CH3:1][O:2][C:3]1[C:4](=[O:26])[C:5]([CH3:25])=[C:6]([CH2:12][C:13]2[CH:14]=[C:15]([CH2:19][CH2:20][CH2:21][C:22]([NH:30][CH:27]([CH3:29])[CH3:28])=[O:23])[CH:16]=[CH:17][CH:18]=2)[C:7](=[O:11])[C:8]=1[O:9][CH3:10]. The yield is 0.210.